Dataset: Full USPTO retrosynthesis dataset with 1.9M reactions from patents (1976-2016). Task: Predict the reactants needed to synthesize the given product. (1) The reactants are: [C:1]([C:3]1[CH:4]=[N:5][C:6]2[C:11]([C:12]=1[CH2:13][CH2:14][N:15]1[CH2:19][C@@H:18]([OH:20])[C@@H:17]([CH2:21][NH:22]C(=O)C(F)(F)F)[CH2:16]1)=[N:10][C:9]([O:29][CH3:30])=[CH:8][CH:7]=2)#[N:2]. Given the product [NH2:22][CH2:21][C@@H:17]1[C@H:18]([OH:20])[CH2:19][N:15]([CH2:14][CH2:13][C:12]2[C:11]3[C:6](=[CH:7][CH:8]=[C:9]([O:29][CH3:30])[N:10]=3)[N:5]=[CH:4][C:3]=2[C:1]#[N:2])[CH2:16]1, predict the reactants needed to synthesize it. (2) Given the product [CH3:34][O:33][C:27]1[CH:26]=[C:25]([C:21]2[CH:22]=[CH:23][CH:24]=[C:19]([C:17]([NH:16][C:11]3[CH:12]=[CH:13][CH:14]=[CH:15][C:10]=3[C:7]3[S:6][C:5]([CH2:4][C:3]([OH:35])=[O:2])=[CH:9][CH:8]=3)=[O:18])[CH:20]=2)[CH:30]=[C:29]([O:31][CH3:32])[CH:28]=1, predict the reactants needed to synthesize it. The reactants are: C[O:2][C:3](=[O:35])[CH2:4][C:5]1[S:6][C:7]([C:10]2[CH:15]=[CH:14][CH:13]=[CH:12][C:11]=2[NH:16][C:17]([C:19]2[CH:20]=[C:21]([C:25]3[CH:30]=[C:29]([O:31][CH3:32])[CH:28]=[C:27]([O:33][CH3:34])[CH:26]=3)[CH:22]=[CH:23][CH:24]=2)=[O:18])=[CH:8][CH:9]=1. (3) Given the product [F:19][C:16]1([F:20])[CH2:17][CH2:18][N:14]([C:4]2[N:3]=[C:2]([NH:21][C:22]3[CH:27]=[C:26]([C:28]([F:30])([F:29])[F:31])[CH:25]=[CH:24][N:23]=3)[CH:7]=[C:6]([C:8]3[CH:9]=[N:10][CH:11]=[CH:12][CH:13]=3)[CH:5]=2)[CH2:15]1, predict the reactants needed to synthesize it. The reactants are: Cl[C:2]1[CH:7]=[C:6]([C:8]2[CH:9]=[N:10][CH:11]=[CH:12][CH:13]=2)[CH:5]=[C:4]([N:14]2[CH2:18][CH2:17][C:16]([F:20])([F:19])[CH2:15]2)[N:3]=1.[NH2:21][C:22]1[CH:27]=[C:26]([C:28]([F:31])([F:30])[F:29])[CH:25]=[CH:24][N:23]=1.CC1(C)C2C(=C(P(C3C=CC=CC=3)C3C=CC=CC=3)C=CC=2)OC2C(P(C3C=CC=CC=3)C3C=CC=CC=3)=CC=CC1=2.O1CCOCC1.C(=O)([O-])[O-].[Cs+].[Cs+].